From a dataset of Forward reaction prediction with 1.9M reactions from USPTO patents (1976-2016). Predict the product of the given reaction. (1) Given the reactants [C:1]1([NH:7][C:8]([N:10]2[CH2:15][CH2:14][NH:13][CH2:12][CH2:11]2)=[O:9])[CH:6]=[CH:5][CH:4]=[CH:3][CH:2]=1.[I:16][C:17]1[CH:18]=[C:19]([CH:22]=[CH:23][CH:24]=1)[CH:20]=O, predict the reaction product. The product is: [C:1]1([NH:7][C:8]([N:10]2[CH2:15][CH2:14][N:13]([CH2:20][C:19]3[CH:22]=[CH:23][CH:24]=[C:17]([I:16])[CH:18]=3)[CH2:12][CH2:11]2)=[O:9])[CH:6]=[CH:5][CH:4]=[CH:3][CH:2]=1. (2) Given the reactants Br[C:2]1[N:6]2[N:7]=[C:8]([NH:11][CH2:12][CH2:13][CH2:14][CH3:15])[CH:9]=[CH:10][C:5]2=[N:4][CH:3]=1.CC1(C)C(C)(C)OB([C:24]2[CH:29]=[CH:28][C:27]([C:30]3[NH:34][C:33](=[O:35])[O:32][N:31]=3)=[CH:26][CH:25]=2)O1, predict the reaction product. The product is: [CH2:12]([NH:11][C:8]1[CH:9]=[CH:10][C:5]2[N:6]([C:2]([C:24]3[CH:29]=[CH:28][C:27]([C:30]4[NH:34][C:33](=[O:35])[O:32][N:31]=4)=[CH:26][CH:25]=3)=[CH:3][N:4]=2)[N:7]=1)[CH2:13][CH2:14][CH3:15]. (3) Given the reactants CN(C)C=O.C1(C)C=CC=CC=1P(C1C=CC=CC=1C)C1C=CC=CC=1C.[C:28](#[N:31])[CH:29]=[CH2:30].[NH2:32][C:33]1[C:42]2[N:43]=[C:44]([CH2:51][O:52][CH3:53])[N:45]([CH2:46][C:47]([CH3:50])([OH:49])[CH3:48])[C:41]=2[C:40]2[CH:39]=[CH:38][C:37](Br)=[CH:36][C:35]=2[N:34]=1, predict the reaction product. The product is: [NH2:32][C:33]1[C:42]2[N:43]=[C:44]([CH2:51][O:52][CH3:53])[N:45]([CH2:46][C:47]([OH:49])([CH3:50])[CH3:48])[C:41]=2[C:40]2[CH:39]=[CH:38][C:37]([CH:30]=[CH:29][C:28]#[N:31])=[CH:36][C:35]=2[N:34]=1. (4) Given the reactants [Br:1][C:2]1[CH:3]=[CH:4][C:5]([NH:8][C:9]([NH2:11])=[S:10])=[N:6][CH:7]=1.Cl[CH2:13][C:14](=O)[CH2:15][O:16][C:17](=[O:19])[CH3:18].O, predict the reaction product. The product is: [Br:1][C:2]1[CH:3]=[CH:4][C:5]([NH:8][C:9]2[S:10][CH:13]=[C:14]([CH2:15][O:16][C:17](=[O:19])[CH3:18])[N:11]=2)=[N:6][CH:7]=1. (5) The product is: [CH2:11]([CH:10]([CH2:15][CH2:14][CH2:13][CH3:12])[CH2:17][C:3]1[N:4]=[CH:5][CH:6]=[CH:7][C:2]=1[C:1]([NH2:22])=[O:9])[CH3:16]. Given the reactants [C:1]([OH:9])(=O)[C:2]1[CH:7]=[CH:6][CH:5]=[N:4][CH:3]=1.[C:10]1([CH3:17])[C:11]([CH3:16])=[CH:12][CH:13]=[CH:14][CH:15]=1.C(C(CCCC)C[NH2:22])C, predict the reaction product.